This data is from Reaction yield outcomes from USPTO patents with 853,638 reactions. The task is: Predict the reaction yield, written as a fraction of the theoretical maximum amount of product (1.0 means a 100% yield; for example, 0.34 means a 34% yield). (1) The reactants are Cl[C:2]1[CH:7]=[N:6][CH:5]=[C:4]([Cl:8])[N:3]=1.[CH2:9]1[C@@H:13]2[CH2:14][NH:15][CH2:16][C@@H:12]2[CH2:11][N:10]1[C:17]([O:19][C:20]([CH3:23])([CH3:22])[CH3:21])=[O:18].C(N(CC)C(C)C)(C)C. The catalyst is CS(C)=O.O. The product is [Cl:8][C:4]1[N:3]=[C:2]([N:15]2[CH2:14][C@@H:13]3[CH2:9][N:10]([C:17]([O:19][C:20]([CH3:23])([CH3:22])[CH3:21])=[O:18])[CH2:11][C@@H:12]3[CH2:16]2)[CH:7]=[N:6][CH:5]=1. The yield is 0.890. (2) The reactants are [ClH:1].[CH:2]1([C:5]#[N:6])[CH2:4][CH2:3]1.[CH2:7]([O:9]CC)[CH3:8]. The catalyst is CCO. The product is [ClH:1].[CH2:7]([O:9][C:5]([CH:2]1[CH2:4][CH2:3]1)=[NH:6])[CH3:8]. The yield is 0.590. (3) The reactants are [CH3:1][C:2]1[C:3]([N+:13]([O-])=O)=[C:4]2[C:9](=[CH:10][CH:11]=1)[C:8](=[O:12])[NH:7][N:6]=[CH:5]2. The catalyst is CCO.[Pd]. The product is [NH2:13][C:3]1[C:2]([CH3:1])=[CH:11][CH:10]=[C:9]2[C:4]=1[CH:5]=[N:6][NH:7][C:8]2=[O:12]. The yield is 0.990. (4) The reactants are [C:1]([O:4][CH2:5][C:6]1[CH:11]=[CH:10][C:9]([C:12]#[N:13])=[CH:8][C:7]=1Br)(=[O:3])[CH3:2].CC([O-])=O.[K+].[B:20]1([B:20]2[O:24][C:23]([CH3:26])([CH3:25])[C:22]([CH3:28])([CH3:27])[O:21]2)[O:24][C:23]([CH3:26])([CH3:25])[C:22]([CH3:28])([CH3:27])[O:21]1.CC(=O)OCC. The catalyst is O1CCOCC1.C1C=CC(P(C2C=CC=CC=2)[C-]2C=CC=C2)=CC=1.C1C=CC(P(C2C=CC=CC=2)[C-]2C=CC=C2)=CC=1.Cl[Pd]Cl.[Fe+2]. The product is [C:1]([O:4][CH2:5][C:6]1[CH:11]=[CH:10][C:9]([C:12]#[N:13])=[CH:8][C:7]=1[B:20]1[O:24][C:23]([CH3:26])([CH3:25])[C:22]([CH3:28])([CH3:27])[O:21]1)(=[O:3])[CH3:2]. The yield is 0.760. (5) The reactants are [N:1]1[CH:6]=[CH:5][CH:4]=[C:3]2[C:7](=[O:11])[O:8][C:9](=O)[C:2]=12.[BH4-].[Na+].C(O)(=O)C. The catalyst is C1COCC1. The product is [N:1]1[CH:6]=[CH:5][CH:4]=[C:3]2[C:7](=[O:11])[O:8][CH2:9][C:2]=12. The yield is 0.270. (6) The reactants are [C:1]([C:3]1[CH:8]=[CH:7][C:6]([C:9]2(O)[CH2:14][CH2:13][N:12]([C:15]([O:17][C:18]([CH3:21])([CH3:20])[CH3:19])=[O:16])[CH2:11][CH2:10]2)=[CH:5][CH:4]=1)#[N:2].O=P(Cl)(Cl)Cl. The catalyst is N1C=CC=CC=1. The product is [C:1]([C:3]1[CH:4]=[CH:5][C:6]([C:9]2[CH2:14][CH2:13][N:12]([C:15]([O:17][C:18]([CH3:21])([CH3:20])[CH3:19])=[O:16])[CH2:11][CH:10]=2)=[CH:7][CH:8]=1)#[N:2]. The yield is 0.740. (7) The reactants are [CH3:1][Si:2]([CH3:29])([CH3:28])[CH2:3][CH2:4][O:5][CH2:6][N:7]1[C:11]2[N:12]=[CH:13][N:14]=[C:15]([C:16]3[CH:17]=[N:18][N:19]([C:21]4([CH2:25][C:26]#[N:27])[CH2:24][NH:23][CH2:22]4)[CH:20]=3)[C:10]=2[CH:9]=[CH:8]1.[CH2:30]([S:32](Cl)(=[O:34])=[O:33])[CH3:31]. The catalyst is C(OCC)(=O)C. The product is [CH2:30]([S:32]([N:23]1[CH2:22][C:21]([CH2:25][C:26]#[N:27])([N:19]2[CH:20]=[C:16]([C:15]3[C:10]4[CH:9]=[CH:8][N:7]([CH2:6][O:5][CH2:4][CH2:3][Si:2]([CH3:28])([CH3:1])[CH3:29])[C:11]=4[N:12]=[CH:13][N:14]=3)[CH:17]=[N:18]2)[CH2:24]1)(=[O:34])=[O:33])[CH3:31]. The yield is 0.768.